This data is from Catalyst prediction with 721,799 reactions and 888 catalyst types from USPTO. The task is: Predict which catalyst facilitates the given reaction. (1) Reactant: FC(F)(F)C(O)=O.[CH3:8][C:9]1[CH:10]=[C:11]([CH:15]([C:17]2[CH:22]=[CH:21][CH:20]=[CH:19][CH:18]=2)O)[S:12][C:13]=1[CH3:14].[BH4-].[Na+].[OH-].[Na+]. Product: [CH2:15]([C:11]1[S:12][C:13]([CH3:14])=[C:9]([CH3:8])[CH:10]=1)[C:17]1[CH:18]=[CH:19][CH:20]=[CH:21][CH:22]=1. The catalyst class is: 28. (2) Reactant: Cl[C:2]1[C:3](=[O:32])[N:4](C2C=CC=CC=2)[N:5]([CH2:23][CH2:24][CH3:25])[C:6]=1CN1CCN(C2C=C(Cl)C=CC=2OC)CC1.BrCC1N(CCC)N(C2C=CC=CC=2)C(=O)C=1Cl.ClC1C=CC(OC)=C(N2CCNCC2)C=1.C([O-])([O-])=O.[K+].[K+]. Product: [CH2:23]([N:5]1[CH:6]=[CH:2][C:3](=[O:32])[NH:4]1)[CH2:24][CH3:25]. The catalyst class is: 10. (3) The catalyst class is: 2. Product: [F:26][C:24]([F:27])([F:25])[C:22]1[CH:21]=[C:5]([CH:4]=[C:3]([C:2]([F:29])([F:28])[F:1])[CH:23]=1)[CH2:6][N:7]1[C:11]([C:12]2[CH:17]=[CH:16][CH:15]=[CH:14][CH:13]=2)=[C:10]([C:18]([N:38]2[CH2:39][CH2:40][CH2:41][CH:37]2[C:32]2[CH:33]=[CH:34][CH:35]=[CH:36][C:31]=2[Cl:30])=[O:19])[N:9]=[N:8]1. Reactant: [F:1][C:2]([F:29])([F:28])[C:3]1[CH:4]=[C:5]([CH:21]=[C:22]([C:24]([F:27])([F:26])[F:25])[CH:23]=1)[CH2:6][N:7]1[C:11]([C:12]2[CH:17]=[CH:16][CH:15]=[CH:14][CH:13]=2)=[C:10]([C:18](O)=[O:19])[N:9]=[N:8]1.[Cl:30][C:31]1[CH:36]=[CH:35][CH:34]=[CH:33][C:32]=1[CH:37]1[CH2:41][CH2:40][CH2:39][NH:38]1.C1C=CC2N(O)N=NC=2C=1.C(N(CC)CC)C.CCN=C=NCCCN(C)C. (4) The catalyst class is: 178. Reactant: [C:1]([O:18][CH2:19][C@@H:20]([C@@H:22]1[C:26]([NH:27][CH2:28][CH2:29][CH3:30])=[C:25]([O:31]CC2C=CC=CC=2)[C:24](=[O:39])[O:23]1)[OH:21])(=[O:17])[CH2:2][CH2:3][CH2:4][CH2:5][CH2:6][CH2:7][CH2:8][CH2:9][CH2:10][CH2:11][CH2:12][CH2:13][CH2:14][CH2:15][CH3:16].C(=O)(O)[O-].[Na+]. Product: [C:1]([O:18][CH2:19][C@H:20]([OH:21])[C@@H:22]1[C:26]([NH:27][CH2:28][CH2:29][CH3:30])=[C:25]([OH:31])[C:24](=[O:39])[O:23]1)(=[O:17])[CH2:2][CH2:3][CH2:4][CH2:5][CH2:6][CH2:7][CH2:8][CH2:9][CH2:10][CH2:11][CH2:12][CH2:13][CH2:14][CH2:15][CH3:16]. (5) Reactant: [OH:1][C:2]1[C:11]2[C:6](=[CH:7][CH:8]=[CH:9][CH:10]=2)[C:5]([CH3:15])([CH2:12][CH2:13][CH3:14])[C:4](=[O:16])[C:3]=1[C:17]1[NH:22][C:21]2[CH:23]=[CH:24][C:25]([NH:27]C(=O)OC(C)(C)C)=[CH:26][C:20]=2[S:19](=[O:36])(=[O:35])[N:18]=1.[ClH:37]. Product: [ClH:37].[NH2:27][C:25]1[CH:24]=[CH:23][C:21]2[NH:22][C:17]([C:3]3[C:4](=[O:16])[C:5]([CH3:15])([CH2:12][CH2:13][CH3:14])[C:6]4[C:11]([C:2]=3[OH:1])=[CH:10][CH:9]=[CH:8][CH:7]=4)=[N:18][S:19](=[O:36])(=[O:35])[C:20]=2[CH:26]=1. The catalyst class is: 12.